This data is from Kir2.1 potassium channel HTS with 301,493 compounds. The task is: Binary Classification. Given a drug SMILES string, predict its activity (active/inactive) in a high-throughput screening assay against a specified biological target. The drug is S(=O)(=O)(NCCc1ccccc1)c1c(OC)ccc(c1)C. The result is 0 (inactive).